This data is from Forward reaction prediction with 1.9M reactions from USPTO patents (1976-2016). The task is: Predict the product of the given reaction. (1) Given the reactants C([O:3][C:4]([CH2:6][C:7](=O)[CH2:8][C@H:9]1[CH2:14][CH2:13][C@H:12]([O:15][C:16]([N:18]2[CH2:27][CH2:26][C:25]3[C:20](=[CH:21][CH:22]=[C:23]([NH:28][C:29]([NH:31][C:32]4[CH:37]=[CH:36][CH:35]=[CH:34][C:33]=4[F:38])=[O:30])[CH:24]=3)[CH2:19]2)=[O:17])[CH2:11][CH2:10]1)=O)C.C(O)C.O.[NH2:44][NH2:45], predict the reaction product. The product is: [OH:3][C:4]1[CH:6]=[C:7]([CH2:8][C@H:9]2[CH2:10][CH2:11][C@H:12]([O:15][C:16]([N:18]3[CH2:19][CH2:20][C:25]4[C:26](=[CH:21][CH:22]=[C:23]([NH:28][C:29]([NH:31][C:32]5[CH:37]=[CH:36][CH:35]=[CH:34][C:33]=5[F:38])=[O:30])[CH:24]=4)[CH2:27]3)=[O:17])[CH2:13][CH2:14]2)[NH:44][N:45]=1. (2) Given the reactants [NH2:1][C:2]1[CH:3]=[C:4]2[C:9](=[CH:10][CH:11]=1)[N:8]=[CH:7][C:6]([C:12]#[N:13])=[C:5]2[NH:14][C:15]1[CH:20]=[CH:19][C:18]([F:21])=[C:17]([Cl:22])[CH:16]=1.[CH3:23][N:24]1[C:28]([CH:29]=O)=[C:27]([CH3:31])[N:26]=[CH:25]1.[BH3-]C#N.[Na+], predict the reaction product. The product is: [Cl:22][C:17]1[CH:16]=[C:15]([NH:14][C:5]2[C:4]3[C:9](=[CH:10][CH:11]=[C:2]([NH:1][CH2:29][C:28]4[N:24]([CH3:23])[CH:25]=[N:26][C:27]=4[CH3:31])[CH:3]=3)[N:8]=[CH:7][C:6]=2[C:12]#[N:13])[CH:20]=[CH:19][C:18]=1[F:21]. (3) Given the reactants [C:1]([C:3]([C:24]#[N:25])=[C:4]([N:11]1[CH2:16][CH2:15][N:14](C(OC(C)(C)C)=O)[CH2:13][CH2:12]1)[C:5]1[CH:10]=[CH:9][CH:8]=[CH:7][CH:6]=1)#[N:2], predict the reaction product. The product is: [C:5]1([C:4]([N:11]2[CH2:16][CH2:15][NH:14][CH2:13][CH2:12]2)=[C:3]([C:1]#[N:2])[C:24]#[N:25])[CH:10]=[CH:9][CH:8]=[CH:7][CH:6]=1.